This data is from Full USPTO retrosynthesis dataset with 1.9M reactions from patents (1976-2016). The task is: Predict the reactants needed to synthesize the given product. Given the product [C:1]1([C:7]2[S:8][CH:9]=[C:10]([CH:12]([OH:14])[CH3:13])[N:11]=2)[CH:2]=[CH:3][CH:4]=[CH:5][CH:6]=1, predict the reactants needed to synthesize it. The reactants are: [C:1]1([C:7]2[S:8][CH:9]=[C:10]([C:12](=[O:14])[CH3:13])[N:11]=2)[CH:6]=[CH:5][CH:4]=[CH:3][CH:2]=1.[BH4-].[Na+].CO.CC(OCC1C2C(=CC=CC=2)C(COC(C)=O)=C2C=1C=CC=C2)=O.